From a dataset of Reaction yield outcomes from USPTO patents with 853,638 reactions. Predict the reaction yield, written as a fraction of the theoretical maximum amount of product (1.0 means a 100% yield; for example, 0.34 means a 34% yield). (1) The reactants are [CH2:1]([C:4]1[NH:5][C:6]2[C:11]([CH:12]=1)=[C:10]([C:13]([F:16])([F:15])[F:14])[C:9]([C:17]#[N:18])=[CH:8][CH:7]=2)[CH2:2][CH3:3].C([O-])([O-])=O.[Cs+].[Cs+].Br[CH2:26][C:27]1[O:28][C:29]([C:32]([F:35])([F:34])[F:33])=[CH:30][CH:31]=1. The catalyst is C(#N)C. The product is [CH2:1]([C:4]1[N:5]([CH2:26][C:27]2[O:28][C:29]([C:32]([F:35])([F:34])[F:33])=[CH:30][CH:31]=2)[C:6]2[C:11]([CH:12]=1)=[C:10]([C:13]([F:15])([F:16])[F:14])[C:9]([C:17]#[N:18])=[CH:8][CH:7]=2)[CH2:2][CH3:3]. The yield is 0.890. (2) The reactants are Cl[C@@H]1CCNC1=O.[NH2:8][CH2:9][CH2:10][C@@H:11](Cl)[C:12]([OH:14])=[O:13].[OH-].[Na+].O.O.O.O.O.O.O.O.[OH-].[Ba+2].[OH-].N1CC[C@H]1C(O)=O.Cl.C(=O)([O-])[O-].[Na+].[Na+].[C:43](O[C:43]([O:45][C:46]([CH3:49])([CH3:48])[CH3:47])=[O:44])([O:45][C:46]([CH3:49])([CH3:48])[CH3:47])=[O:44]. The catalyst is S(=O)(=O)(O)O. The product is [C:46]([O:45][C:43]([N:8]1[CH2:9][CH2:10][C@H:11]1[C:12]([OH:14])=[O:13])=[O:44])([CH3:49])([CH3:48])[CH3:47]. The yield is 0.717.